From a dataset of Forward reaction prediction with 1.9M reactions from USPTO patents (1976-2016). Predict the product of the given reaction. (1) Given the reactants [Cl:1][C:2]1[CH:7]=[C:6]([C:8]2C(F)=[C:10]([CH:13]=[CH:14][CH:15]=2)[C:11]#[N:12])[N:5]=[C:4]2[N:17]([CH3:20])[N:18]=[CH:19][C:3]=12.C([NH:24]O)(=O)C.[C:26](=[O:29])([O-])[O-].[K+].[K+], predict the reaction product. The product is: [Cl:1][C:2]1[CH:7]=[C:6]([C:8]2[C:26]3[O:29][N:24]=[C:11]([NH2:12])[C:10]=3[CH:13]=[CH:14][CH:15]=2)[N:5]=[C:4]2[N:17]([CH3:20])[N:18]=[CH:19][C:3]=12. (2) The product is: [NH:23]1[CH:2]=[CH:5][C:8]([C:7]([O:11][CH3:12])=[O:10])=[CH:9]1. Given the reactants C[C:2]([CH3:5])([O-])C.[K+].[C:7]([O:11][CH3:12])(=[O:10])[CH:8]=[CH2:9].C1(C)C(S(C[N+:23]#[C-])(=O)=O)=CC=CC=1, predict the reaction product. (3) Given the reactants [NH2:1][C:2](=O)[C@@H:3]([NH:20][C:21]([C:23]1([NH:29][C:30](=[O:36])[O:31][C:32]([CH3:35])([CH3:34])[CH3:33])[CH2:28][CH2:27][O:26][CH2:25][CH2:24]1)=[O:22])[CH2:4][C:5]1[CH:10]=[CH:9][C:8]([C:11]2[CH:16]=[CH:15][C:14]([C:17]#[N:18])=[C:13]([CH3:19])[CH:12]=2)=[CH:7][CH:6]=1.CC[N+](S(N=C(OC)[O-])(=O)=O)(CC)CC, predict the reaction product. The product is: [C:2]([C@@H:3]([NH:20][C:21]([C:23]1([NH:29][C:30](=[O:36])[O:31][C:32]([CH3:34])([CH3:33])[CH3:35])[CH2:28][CH2:27][O:26][CH2:25][CH2:24]1)=[O:22])[CH2:4][C:5]1[CH:10]=[CH:9][C:8]([C:11]2[CH:16]=[CH:15][C:14]([C:17]#[N:18])=[C:13]([CH3:19])[CH:12]=2)=[CH:7][CH:6]=1)#[N:1]. (4) Given the reactants [CH3:1][O:2][C:3]1[CH:4]=[C:5]([CH:14]([CH3:18])[C:15]([OH:17])=O)[CH:6]=[N:7][C:8]=1[NH:9][S:10]([CH3:13])(=[O:12])=[O:11].C(N=C=NCCCN(C)C)C.ON1C2C=CC=CC=2N=N1.[C:40]([C:44]1[CH:48]=[C:47]([CH2:49][NH2:50])[N:46]([C:51]2[CH:56]=[CH:55][CH:54]=[C:53]([Cl:57])[CH:52]=2)[N:45]=1)([CH3:43])([CH3:42])[CH3:41], predict the reaction product. The product is: [C:40]([C:44]1[CH:48]=[C:47]([CH2:49][NH:50][C:15](=[O:17])[CH:14]([C:5]2[CH:6]=[N:7][C:8]([NH:9][S:10]([CH3:13])(=[O:11])=[O:12])=[C:3]([O:2][CH3:1])[CH:4]=2)[CH3:18])[N:46]([C:51]2[CH:56]=[CH:55][CH:54]=[C:53]([Cl:57])[CH:52]=2)[N:45]=1)([CH3:43])([CH3:41])[CH3:42]. (5) Given the reactants [CH:1]([C:3]1[CH:17]=[CH:16][C:6]([O:7][CH2:8][C:9]([O:11][C:12]([CH3:15])([CH3:14])[CH3:13])=[O:10])=[CH:5][CH:4]=1)=O.[Cl-].[OH:19][NH3+:20].[OH-].[Na+], predict the reaction product. The product is: [OH:19][N:20]=[CH:1][C:3]1[CH:17]=[CH:16][C:6]([O:7][CH2:8][C:9]([O:11][C:12]([CH3:15])([CH3:14])[CH3:13])=[O:10])=[CH:5][CH:4]=1. (6) The product is: [CH2:1]([C:5]1[N:6]=[C:7]([CH3:39])[N:8]([C:27]2[CH:28]=[CH:29][C:30]([O:33][C:34]([CH3:38])([CH3:37])[CH2:35][OH:36])=[CH:31][CH:32]=2)[C:9](=[O:26])[C:10]=1[CH2:11][C:12]1[CH:13]=[CH:14][C:15]([C:18]2[CH:23]=[CH:22][CH:21]=[CH:20][C:19]=2[C:24]2[NH:40][C:63](=[O:65])[O:66][N:25]=2)=[CH:16][CH:17]=1)[CH2:2][CH2:3][CH3:4]. Given the reactants [CH2:1]([C:5]1[N:6]=[C:7]([CH3:39])[N:8]([C:27]2[CH:32]=[CH:31][C:30]([O:33][C:34]([CH3:38])([CH3:37])[CH2:35][OH:36])=[CH:29][CH:28]=2)[C:9](=[O:26])[C:10]=1[CH2:11][C:12]1[CH:17]=[CH:16][C:15]([C:18]2[C:19]([C:24]#[N:25])=[CH:20][CH:21]=[CH:22][CH:23]=2)=[CH:14][CH:13]=1)[CH2:2][CH2:3][CH3:4].[N:40]1C(C)=CC=CC=1C.FC(F)(F)S(O[Si](C(C)(C)C)(C)C)(=O)=O.[C:63]([O:66]CC)(=[O:65])C, predict the reaction product.